Dataset: Reaction yield outcomes from USPTO patents with 853,638 reactions. Task: Predict the reaction yield, written as a fraction of the theoretical maximum amount of product (1.0 means a 100% yield; for example, 0.34 means a 34% yield). (1) The product is [NH2:1][C:2]1[CH:3]=[C:4]([CH:8]2[CH2:9][CH2:10][N:11]([C:14]([O:16][C:17]([CH3:20])([CH3:19])[CH3:18])=[O:15])[CH2:12][CH2:13]2)[CH:5]=[CH:6][CH:7]=1. The catalyst is C(O)C.[Pd]. The reactants are [NH2:1][C:2]1[CH:3]=[C:4]([C:8]2[CH2:9][CH2:10][N:11]([C:14]([O:16][C:17]([CH3:20])([CH3:19])[CH3:18])=[O:15])[CH2:12][CH:13]=2)[CH:5]=[CH:6][CH:7]=1.[H][H]. The yield is 0.840. (2) The reactants are [F:1][C:2]([F:29])([F:28])[O:3][C:4]1[CH:9]=[CH:8][C:7]([N:10]2[CH:14]=[N:13][C:12]([C:15]3[CH:27]=[CH:26][C:18](/[CH:19]=[N:20]/[NH:21][C:22](SC)=[S:23])=[CH:17][CH:16]=3)=[N:11]2)=[CH:6][CH:5]=1.[CH3:30][N:31]([CH3:39])[C:32]1[CH:37]=[CH:36][CH:35]=[C:34]([NH2:38])[CH:33]=1. The catalyst is CN(C=O)C. The product is [CH3:30][N:31]([CH3:39])[C:32]1[CH:33]=[C:34]([NH:38][C:22]([NH:21][N:20]=[CH:19][C:18]2[CH:17]=[CH:16][C:15]([C:12]3[N:13]=[CH:14][N:10]([C:7]4[CH:6]=[CH:5][C:4]([O:3][C:2]([F:28])([F:1])[F:29])=[CH:9][CH:8]=4)[N:11]=3)=[CH:27][CH:26]=2)=[S:23])[CH:35]=[CH:36][CH:37]=1. The yield is 0.780. (3) The reactants are [OH:1][CH:2]([C:4]1[CH:42]=[CH:41][C:7]([CH2:8][N:9]2[C:14](=[O:15])[C:13]([CH2:16][C:17]3[CH:22]=[CH:21][C:20]([C:23]4[CH:28]=[CH:27][CH:26]=[CH:25][C:24]=4[C:29]4[NH:33][C:32](=[O:34])[O:31][N:30]=4)=[CH:19][CH:18]=3)=[C:12]([CH2:35][CH2:36][CH3:37])[N:11]3[N:38]=[CH:39][N:40]=[C:10]23)=[CH:6][CH:5]=1)[CH3:3]. The catalyst is [O-2].[O-2].[Mn+4].C(Cl)Cl. The product is [C:2]([C:4]1[CH:5]=[CH:6][C:7]([CH2:8][N:9]2[C:14](=[O:15])[C:13]([CH2:16][C:17]3[CH:18]=[CH:19][C:20]([C:23]4[CH:28]=[CH:27][CH:26]=[CH:25][C:24]=4[C:29]4[NH:33][C:32](=[O:34])[O:31][N:30]=4)=[CH:21][CH:22]=3)=[C:12]([CH2:35][CH2:36][CH3:37])[N:11]3[N:38]=[CH:39][N:40]=[C:10]23)=[CH:41][CH:42]=1)(=[O:1])[CH3:3]. The yield is 0.850.